From a dataset of Catalyst prediction with 721,799 reactions and 888 catalyst types from USPTO. Predict which catalyst facilitates the given reaction. (1) Reactant: [CH3:1][O:2][C:3]1[CH:24]=[CH:23][C:6]([CH2:7][N:8]2[CH:17]=[C:16]3[C:10]([CH:11]([CH3:22])[O:12][CH2:13][C:14]4[S:20][C:19]([NH2:21])=[N:18][C:15]=43)=[N:9]2)=[CH:5][CH:4]=1.Br[C:26]1[CH:31]=[CH:30][CH:29]=[C:28]([F:32])[N:27]=1.CC1(C)C2C(=C(P(C3C=CC=CC=3)C3C=CC=CC=3)C=CC=2)OC2C(P(C3C=CC=CC=3)C3C=CC=CC=3)=CC=CC1=2.C([O-])([O-])=O.[Cs+].[Cs+]. Product: [F:32][C:28]1[N:27]=[C:26]([NH:21][C:19]2[S:20][C:14]3[CH2:13][O:12][CH:11]([CH3:22])[C:10]4[C:16](=[CH:17][N:8]([CH2:7][C:6]5[CH:5]=[CH:4][C:3]([O:2][CH3:1])=[CH:24][CH:23]=5)[N:9]=4)[C:15]=3[N:18]=2)[CH:31]=[CH:30][CH:29]=1. The catalyst class is: 488. (2) Reactant: C[O:2][C:3]([C:5]1[CH:10]=[CH:9][C:8]([C:11]2[CH:16]=[CH:15][CH:14]=[CH:13][CH:12]=2)=[C:7]([CH3:17])[CH:6]=1)=[O:4].[OH-].[Na+]. Product: [CH3:17][C:7]1[CH:6]=[C:5]([C:3]([OH:4])=[O:2])[CH:10]=[CH:9][C:8]=1[C:11]1[CH:16]=[CH:15][CH:14]=[CH:13][CH:12]=1. The catalyst class is: 24.